This data is from Catalyst prediction with 721,799 reactions and 888 catalyst types from USPTO. The task is: Predict which catalyst facilitates the given reaction. (1) Reactant: C([O:5][C:6](=[O:31])[CH2:7][N:8]1[CH2:13][CH2:12][CH2:11][CH2:10][CH:9]1[CH2:14][CH2:15][NH:16][C:17]1[C:22](=[O:23])[N:21]([CH2:24][CH2:25][O:26][C:27](=[O:29])[CH3:28])[C:20]([Cl:30])=[CH:19][N:18]=1)(C)(C)C. Product: [C:27]([O:26][CH2:25][CH2:24][N:21]1[C:20]([Cl:30])=[CH:19][N:18]=[C:17]([NH:16][CH2:15][CH2:14][CH:9]2[CH2:10][CH2:11][CH2:12][CH2:13][N:8]2[CH2:7][C:6]([OH:31])=[O:5])[C:22]1=[O:23])(=[O:29])[CH3:28]. The catalyst class is: 137. (2) The catalyst class is: 3. Reactant: CC(C)([O-])C.[K+].[CH3:7][N:8]1[CH2:13][CH2:12][CH2:11][NH:10][C:9]1=[O:14].F[C:16]1[CH:21]=[CH:20][C:19]([N+:22]([O-:24])=[O:23])=[CH:18][CH:17]=1. Product: [CH3:7][N:8]1[CH2:13][CH2:12][CH2:11][N:10]([C:16]2[CH:21]=[CH:20][C:19]([N+:22]([O-:24])=[O:23])=[CH:18][CH:17]=2)[C:9]1=[O:14]. (3) Reactant: O[Li].O.C[O:5][C:6](=[O:26])[C:7]1[CH:12]=[C:11]([N:13]2[CH:17]=[N:16][N:15]=[N:14]2)[CH:10]=[C:9]([N:18]2[CH:23]=[CH:22][C:21]([CH3:24])=[CH:20][C:19]2=[O:25])[CH:8]=1. Product: [CH3:24][C:21]1[CH:22]=[CH:23][N:18]([C:9]2[CH:8]=[C:7]([CH:12]=[C:11]([N:13]3[CH:17]=[N:16][N:15]=[N:14]3)[CH:10]=2)[C:6]([OH:26])=[O:5])[C:19](=[O:25])[CH:20]=1. The catalyst class is: 90. (4) Reactant: C([NH:9][C:10]1[S:11][CH2:12][CH:13]2[CH2:18][N:17]([C:19]3[N:24]=[CH:23][C:22]([F:25])=[CH:21][N:20]=3)[CH2:16][C:14]2([C:26]2[CH:27]=[C:28]([NH:33][C:34]([C:36]3[CH:41]=[CH:40][C:39]([F:42])=[CH:38][N:37]=3)=[O:35])[CH:29]=[CH:30][C:31]=2[F:32])[N:15]=1)(=O)C1C=CC=CC=1.Cl.CON.N1C=CC=CC=1.CS(C)=O. Product: [NH2:9][C:10]1[S:11][CH2:12][CH:13]2[CH2:18][N:17]([C:19]3[N:24]=[CH:23][C:22]([F:25])=[CH:21][N:20]=3)[CH2:16][C:14]2([C:26]2[CH:27]=[C:28]([NH:33][C:34]([C:36]3[CH:41]=[CH:40][C:39]([F:42])=[CH:38][N:37]=3)=[O:35])[CH:29]=[CH:30][C:31]=2[F:32])[N:15]=1. The catalyst class is: 8. (5) Reactant: Br[C:2]([F:9])([F:8])[C:3]([O:5][CH2:6][CH3:7])=[O:4].I[C:11]1[CH:12]=[CH:13][C:14]([CH3:17])=[N:15][CH:16]=1. Product: [F:8][C:2]([F:9])([C:11]1[CH:16]=[N:15][C:14]([CH3:17])=[CH:13][CH:12]=1)[C:3]([O:5][CH2:6][CH3:7])=[O:4]. The catalyst class is: 16.